Dataset: Full USPTO retrosynthesis dataset with 1.9M reactions from patents (1976-2016). Task: Predict the reactants needed to synthesize the given product. Given the product [CH:11]1([C:15]2[CH:20]=[CH:19][C:18]([C:2]3[CH:3]=[C:4]4[CH2:10][CH2:9][NH:8][C:5]4=[N:6][CH:7]=3)=[C:17]([F:24])[C:16]=2[O:25][CH3:26])[CH2:12][CH2:13][CH2:14]1, predict the reactants needed to synthesize it. The reactants are: Br[C:2]1[CH:3]=[C:4]2[CH2:10][CH2:9][NH:8][C:5]2=[N:6][CH:7]=1.[CH:11]1([C:15]2[CH:20]=[CH:19][C:18](B(O)O)=[C:17]([F:24])[C:16]=2[O:25][CH3:26])[CH2:14][CH2:13][CH2:12]1.C(=O)([O-])[O-].[K+].[K+].C(Cl)Cl.N#N.